From a dataset of Forward reaction prediction with 1.9M reactions from USPTO patents (1976-2016). Predict the product of the given reaction. (1) Given the reactants C(C1N=C(N2CCOCC2)C2N=NN(CC3C=CC=CC=3Cl)C=2N=1)(C)(C)C.[C:28]([C:32]1[N:33]=[C:34](Cl)[C:35]2[N:40]=[N:39][N:38]([CH2:41][C:42]3[CH:47]=[CH:46][CH:45]=[CH:44][C:43]=3[Cl:48])[C:36]=2[N:37]=1)([CH3:31])([CH3:30])[CH3:29].Cl.[F:51][C:52]1([F:59])[C:56]([F:58])([F:57])[CH2:55][NH:54][CH2:53]1, predict the reaction product. The product is: [C:28]([C:32]1[N:33]=[C:34]([N:54]2[CH2:55][C:56]([F:58])([F:57])[C:52]([F:59])([F:51])[CH2:53]2)[C:35]2[N:40]=[N:39][N:38]([CH2:41][C:42]3[CH:47]=[CH:46][CH:45]=[CH:44][C:43]=3[Cl:48])[C:36]=2[N:37]=1)([CH3:31])([CH3:30])[CH3:29]. (2) Given the reactants [Cl:1][C:2]1[N:7]=[C:6]([C:8]([OH:10])=O)[CH:5]=[N:4][CH:3]=1.[F:11][C:12]1[CH:13]=[C:14]2[C:18](=[CH:19][CH:20]=1)[NH:17][CH2:16][CH2:15]2.CN(C(ON1N=NC2C=CC=CC1=2)=[N+](C)C)C.[B-](F)(F)(F)F.O, predict the reaction product. The product is: [Cl:1][C:2]1[N:7]=[C:6]([C:8]([N:17]2[C:18]3[C:14](=[CH:13][C:12]([F:11])=[CH:20][CH:19]=3)[CH2:15][CH2:16]2)=[O:10])[CH:5]=[N:4][CH:3]=1. (3) The product is: [C:26]([C:25]1[CH:28]=[CH:29][C:22]([N:16]2[C:17](=[O:21])[C:18]([CH3:20])([CH3:19])[N:14]([C:11]3[CH:10]=[CH:9][C:8]([C:5]4[CH:4]=[CH:3][C:2]([O:1][CH2:52][CH2:53][O:54][CH2:55][CH2:56][O:57][CH2:58][C:59]([O:61][CH2:62][CH3:63])=[O:60])=[CH:7][CH:6]=4)=[CH:13][CH:12]=3)[C:15]2=[S:34])=[CH:23][C:24]=1[C:30]([F:32])([F:33])[F:31])#[N:27]. Given the reactants [OH:1][C:2]1[CH:7]=[CH:6][C:5]([C:8]2[CH:13]=[CH:12][C:11]([N:14]3[C:18]([CH3:20])([CH3:19])[C:17](=[O:21])[N:16]([C:22]4[CH:29]=[CH:28][C:25]([C:26]#[N:27])=[C:24]([C:30]([F:33])([F:32])[F:31])[CH:23]=4)[C:15]3=[S:34])=[CH:10][CH:9]=2)=[CH:4][CH:3]=1.C([O-])([O-])=O.[K+].[K+].CC1C=CC(S(O[CH2:52][CH2:53][O:54][CH2:55][CH2:56][O:57][CH2:58][C:59]([O:61][CH2:62][CH3:63])=[O:60])(=O)=O)=CC=1.O, predict the reaction product. (4) Given the reactants [Na].N.[C:3]([O:7][C:8](=[O:32])[NH:9][C@@:10]12[CH2:15][CH:14]1[CH2:13][N:12](S(C1C=CC(C)=CC=1)(=O)=O)[C@H:11]2[C:26]1[CH:31]=[CH:30][CH:29]=[CH:28][CH:27]=1)([CH3:6])([CH3:5])[CH3:4], predict the reaction product. The product is: [C:3]([O:7][C:8](=[O:32])[NH:9][C@@:10]12[CH2:15][CH:14]1[CH2:13][NH:12][C@H:11]2[C:26]1[CH:27]=[CH:28][CH:29]=[CH:30][CH:31]=1)([CH3:6])([CH3:4])[CH3:5]. (5) Given the reactants [CH3:1][O:2][C:3](=[O:16])[C:4](=O)[CH:5](Cl)[C:6]1[CH:11]=[CH:10][C:9]([O:12][CH3:13])=[CH:8][CH:7]=1.[C:17]([NH2:20])(=[S:19])[CH3:18], predict the reaction product. The product is: [CH3:1][O:2][C:3]([C:4]1[N:20]=[C:17]([CH3:18])[S:19][C:5]=1[C:6]1[CH:11]=[CH:10][C:9]([O:12][CH3:13])=[CH:8][CH:7]=1)=[O:16]. (6) Given the reactants C[C@@](O)(CC([S:10][CH2:11][CH2:12][NH:13][C:14]([CH2:16][CH2:17][NH:18][C:19]([C@H:21]([OH:57])[C:22]([CH2:25][O:26][P:27]([O:30][P:31]([O:34][CH2:35][C@H:36]1[O:40][C@@H:39]([N:41]2[C:45]3[N:46]=[CH:47][N:48]=[C:49]([NH2:50])[C:44]=3[N:43]=[CH:42]2)[C@H:38]([OH:51])[C@@H:37]1[O:52][P:53]([OH:56])([OH:55])=[O:54])([OH:33])=[O:32])([OH:29])=[O:28])([CH3:24])[CH3:23])=[O:20])=[O:15])=O)CC(O)=O.C(O)C(N)(CO)CO.Cl.[Mg+2].[Cl-].[Cl-].C(N(CC(O)=O)CC(O)=O)CN(CC(O)=O)CC(O)=O.SC[C@H]([C@@H](CS)O)O.C(SCCNC(=O)CCNC(=O)[C@H](O)C(C)(C)COP(O)(=O)OP(O)(=O)OC[C@H]1O[C@@H](N2C3N=CN=C(N)C=3N=C2)[C@H](O)[C@@H]1OP(O)(O)=O)(=O)CC(C)=O.Cl, predict the reaction product. The product is: [CH3:24][C:22]([C@@H:21]([OH:57])[C:19]([NH:18][CH2:17][CH2:16][C:14]([NH:13][CH2:12][CH2:11][SH:10])=[O:15])=[O:20])([CH2:25][O:26][P:27]([O:30][P:31]([O:34][CH2:35][C@H:36]1[O:40][C@@H:39]([N:41]2[C:45]3[N:46]=[CH:47][N:48]=[C:49]([NH2:50])[C:44]=3[N:43]=[CH:42]2)[C@H:38]([OH:51])[C@@H:37]1[O:52][P:53]([OH:56])([OH:55])=[O:54])([OH:33])=[O:32])([OH:29])=[O:28])[CH3:23]. (7) Given the reactants [C:1]([OH:21])(=[O:20])[CH2:2][CH2:3][CH2:4][CH2:5][CH2:6][CH2:7][CH2:8][CH2:9][CH2:10][CH2:11][CH2:12][CH2:13][CH2:14][CH2:15][CH2:16][C:17]([OH:19])=[O:18].CN(C)C=O.[C:27]1([CH3:33])[CH:32]=CC=C[CH:28]=1, predict the reaction product. The product is: [C:27]([O:18][C:17](=[O:19])[CH2:16][CH2:15][CH2:14][CH2:13][CH2:12][CH2:11][CH2:10][CH2:9][CH2:8][CH2:7][CH2:6][CH2:5][CH2:4][CH2:3][CH2:2][C:1]([OH:21])=[O:20])([CH3:33])([CH3:32])[CH3:28].